This data is from Catalyst prediction with 721,799 reactions and 888 catalyst types from USPTO. The task is: Predict which catalyst facilitates the given reaction. (1) Reactant: Br[C:2]1[CH:7]=[CH:6][C:5]([N:8]([C:13]2[C:32]([CH:33]3[CH2:35][CH2:34]3)=[CH:31][C:16]3[C:17]([C:27]([NH:29][CH3:30])=[O:28])=[C:18]([C:20]4[CH:25]=[CH:24][C:23]([F:26])=[CH:22][CH:21]=4)[O:19][C:15]=3[CH:14]=2)[S:9]([CH3:12])(=[O:11])=[O:10])=[CH:4][C:3]=1[CH2:36][CH2:37][OH:38].C([O-])([O-])=O.[K+].[K+].CC1(C)C(C)(C)O[B:48](B2OC(C)(C)C(C)(C)O2)[O:47]1. Product: [CH:33]1([C:32]2[C:13]([N:8]([C:5]3[CH:6]=[CH:7][C:2]4[B:48]([OH:47])[O:38][CH2:37][CH2:36][C:3]=4[CH:4]=3)[S:9]([CH3:12])(=[O:11])=[O:10])=[CH:14][C:15]3[O:19][C:18]([C:20]4[CH:25]=[CH:24][C:23]([F:26])=[CH:22][CH:21]=4)=[C:17]([C:27]([NH:29][CH3:30])=[O:28])[C:16]=3[CH:31]=2)[CH2:34][CH2:35]1. The catalyst class is: 117. (2) Reactant: [Cl:1][C:2]1[CH:26]=[CH:25][C:5]([CH2:6][N:7]2[C:12](=[O:13])[C:11]([O:14][CH3:15])=[N:10][N:9]([C:16]3[CH:21]=[CH:20][CH:19]=[CH:18][C:17]=3[CH2:22]O)[C:8]2=[O:24])=[CH:4][CH:3]=1.P(Br)(Br)[Br:28]. Product: [Br:28][CH2:22][C:17]1[CH:18]=[CH:19][CH:20]=[CH:21][C:16]=1[N:9]1[C:8](=[O:24])[N:7]([CH2:6][C:5]2[CH:25]=[CH:26][C:2]([Cl:1])=[CH:3][CH:4]=2)[C:12](=[O:13])[C:11]([O:14][CH3:15])=[N:10]1. The catalyst class is: 144. (3) Reactant: CO[CH:3](OC)[N:4]([CH3:6])[CH3:5].[C:9]([CH2:15][C:16]([O:18][CH2:19][CH3:20])=[O:17])(=[O:14])[C:10]([CH3:13])([CH3:12])[CH3:11]. Product: [CH3:6][N:4]([CH:3]=[C:15]([C:9](=[O:14])[C:10]([CH3:13])([CH3:12])[CH3:11])[C:16]([O:18][CH2:19][CH3:20])=[O:17])[CH3:5]. The catalyst class is: 12. (4) Reactant: C(N(C(C)C)C(C)C)C.[CH3:10][O:11][CH2:12]Cl.[Br:14][C:15]1[CH:16]=[C:17]([O:24][CH3:25])[C:18]([OH:23])=[C:19]([CH:22]=1)[CH:20]=[O:21]. Product: [Br:14][C:15]1[CH:16]=[C:17]([O:24][CH3:25])[C:18]([O:23][CH2:10][O:11][CH3:12])=[C:19]([CH:22]=1)[CH:20]=[O:21]. The catalyst class is: 4. (5) Reactant: Cl[CH2:2][C:3]1[CH:10]=[CH:9][C:6]([CH:7]=[O:8])=[CH:5][CH:4]=1.[CH3:11][O:12][Si:13]([O:30][CH3:31])([O:28][CH3:29])[CH2:14][CH2:15][CH2:16][NH:17][CH2:18][CH2:19][CH2:20][Si:21]([O:26][CH3:27])([O:24][CH3:25])[O:22][CH3:23].C(N(CC)CC)C. Product: [CH3:23][O:22][Si:21]([O:26][CH3:27])([O:24][CH3:25])[CH2:20][CH2:19][CH2:18][N:17]([CH2:2][C:3]1[CH:10]=[CH:9][C:6]([CH:7]=[O:8])=[CH:5][CH:4]=1)[CH2:16][CH2:15][CH2:14][Si:13]([O:30][CH3:31])([O:12][CH3:11])[O:28][CH3:29]. The catalyst class is: 10. (6) Reactant: [CH3:1][C:2]1[CH:7]=[CH:6][C:5]([S:8]([O:11][CH2:12][CH2:13][C:14]2[CH:15]=[C:16]3[C:21](=[CH:22][CH:23]=2)[O:20][CH2:19][CH2:18][C:17]3=[O:24])(=[O:10])=[O:9])=[CH:4][CH:3]=1.OI(C1C=CC=CC=1)OS(C1C=CC(C)=CC=1)(=O)=O.O.C1(C)C=CC(S(O)(=O)=O)=CC=1. Product: [CH3:1][C:2]1[CH:3]=[CH:4][C:5]([S:8]([O:11][CH2:12][CH2:13][C:14]2[CH:15]=[C:16]3[C:21](=[CH:22][CH:23]=2)[O:20][CH:19]=[CH:18][C:17]3=[O:24])(=[O:10])=[O:9])=[CH:6][CH:7]=1. The catalyst class is: 10. (7) Reactant: C([O:3][C:4](=[O:39])[CH2:5][C:6]1[CH:7]=[C:8]([C:14]2[CH:19]=[CH:18][C:17]([C:20]([F:23])([F:22])[F:21])=[CH:16][C:15]=2[CH2:24][N:25]([CH2:37][CH3:38])[C:26](=[N:34][C:35]#[N:36])[O:27]C2C=CC=CC=2)[C:9]([O:12][CH3:13])=[CH:10][CH:11]=1)C.O.[OH-].[Li+]. Product: [C:35]([NH:34][C:26](=[O:27])[N:25]([CH2:24][C:15]1[CH:16]=[C:17]([C:20]([F:21])([F:23])[F:22])[CH:18]=[CH:19][C:14]=1[C:8]1[C:9]([O:12][CH3:13])=[CH:10][CH:11]=[C:6]([CH2:5][C:4]([OH:39])=[O:3])[CH:7]=1)[CH2:37][CH3:38])#[N:36]. The catalyst class is: 36.